This data is from Full USPTO retrosynthesis dataset with 1.9M reactions from patents (1976-2016). The task is: Predict the reactants needed to synthesize the given product. (1) Given the product [CH3:1][O:2][C:3]([C:5]1[CH:10]=[CH:9][C:8]([CH2:11][Br:19])=[CH:7][CH:6]=1)=[O:4], predict the reactants needed to synthesize it. The reactants are: [CH3:1][O:2][C:3]([C:5]1[CH:10]=[CH:9][C:8]([CH3:11])=[CH:7][CH:6]=1)=[O:4].C1C(=O)N([Br:19])C(=O)C1. (2) Given the product [N:22]1[CH:23]=[CH:24][CH:25]=[N:26][C:21]=1[S:20][C:13]1[C:14]2[C:19](=[CH:18][CH:17]=[CH:16][CH:15]=2)[N:11]([C:7]2[N:8]=[C:9]([NH2:10])[C:4]([NH2:1])=[C:5]([NH2:27])[N:6]=2)[N:12]=1, predict the reactants needed to synthesize it. The reactants are: [N+:1]([C:4]1[C:5]([NH2:27])=[N:6][C:7]([N:11]2[C:19]3[C:14](=[CH:15][CH:16]=[CH:17][CH:18]=3)[C:13]([S:20][C:21]3[N:26]=[CH:25][CH:24]=[CH:23][N:22]=3)=[N:12]2)=[N:8][C:9]=1[NH2:10])([O-])=O.